Dataset: Reaction yield outcomes from USPTO patents with 853,638 reactions. Task: Predict the reaction yield, written as a fraction of the theoretical maximum amount of product (1.0 means a 100% yield; for example, 0.34 means a 34% yield). (1) The reactants are [Cl:1][C:2]1[CH:7]=[CH:6][CH:5]=[CH:4][C:3]=1[C:8]1[N:26]([CH2:27][C@H:28]2[CH2:33][CH2:32][CH2:31][N:30]([C:34]([O:36][C:37]([CH3:40])([CH3:39])[CH3:38])=[O:35])[CH2:29]2)[C:11]2[N:12]=[C:13]([NH:16][CH2:17][C:18]3[CH:23]=[CH:22][C:21]([F:24])=[C:20]([F:25])[CH:19]=3)[N:14]=[CH:15][C:10]=2[C:9]=1[CH3:41].[Cl:42]C1N=CC2C(C)=C(C3C(Cl)=CC=CC=3Cl)N(C[C@@H]3CCCN(C(OC(C)(C)C)=O)C3)C=2N=1. No catalyst specified. The product is [Cl:1][C:2]1[CH:7]=[CH:6][CH:5]=[C:4]([Cl:42])[C:3]=1[C:8]1[N:26]([CH2:27][C@@H:28]2[CH2:33][CH2:32][CH2:31][N:30]([C:34]([O:36][C:37]([CH3:38])([CH3:40])[CH3:39])=[O:35])[CH2:29]2)[C:11]2[N:12]=[C:13]([NH:16][CH2:17][C:18]3[CH:23]=[CH:22][C:21]([F:24])=[C:20]([F:25])[CH:19]=3)[N:14]=[CH:15][C:10]=2[C:9]=1[CH3:41]. The yield is 1.00. (2) The reactants are C(OC([N:8]1[CH2:13][CH2:12][N:11]([C:14]2[CH:19]=[CH:18][C:17]([C:20]3[S:21][C:22]([C:25]4[N:26]([C:34]5[CH:39]=[C:38]([Cl:40])[CH:37]=[CH:36][C:35]=5[Cl:41])[CH:27]=[C:28]([C:30]([F:33])([F:32])[F:31])[N:29]=4)=[CH:23][CH:24]=3)=[CH:16][N:15]=2)[CH2:10][CH2:9]1)=O)(C)(C)C.FC(CC(O)=O)(F)F. The catalyst is ClCCl. The product is [Cl:41][C:35]1[CH:36]=[CH:37][C:38]([Cl:40])=[CH:39][C:34]=1[N:26]1[CH:27]=[C:28]([C:30]([F:31])([F:33])[F:32])[N:29]=[C:25]1[C:22]1[S:21][C:20]([C:17]2[CH:18]=[CH:19][C:14]([N:11]3[CH2:10][CH2:9][NH:8][CH2:13][CH2:12]3)=[N:15][CH:16]=2)=[CH:24][CH:23]=1. The yield is 0.570. (3) The reactants are Cl[CH2:2][CH2:3][C:4]([NH:6][C:7]1[C:8]([Cl:18])=[N:9][N:10]([C:12]2[CH:13]=[N:14][CH:15]=[CH:16][CH:17]=2)[CH:11]=1)=[O:5].CO.[OH-].[K+].[F:23][C:24]([F:29])([F:28])[CH2:25][CH2:26][SH:27]. The catalyst is O.C(OCC)(=O)C. The product is [Cl:18][C:8]1[C:7]([NH:6][C:4](=[O:5])[CH2:3][CH2:2][S:27][CH2:26][CH2:25][C:24]([F:29])([F:28])[F:23])=[CH:11][N:10]([C:12]2[CH:13]=[N:14][CH:15]=[CH:16][CH:17]=2)[N:9]=1. The yield is 0.920. (4) The reactants are C[O:2][C:3](=O)[CH:4]=[CH:5][C:6]1[NH:7][C:8](=[O:30])[C:9]2[C:10]3[N:19]([CH3:20])[C:18]([NH:21][C:22]4[C:27]([Cl:28])=[CH:26][CH:25]=[CH:24][C:23]=4[Cl:29])=[N:17][C:11]=3[CH:12]=[CH:13][C:14]=2[C:15]=1[CH3:16].C[Si]([N-][Si](C)(C)C)(C)C.[Na+].[H-].[Al+3].[Li+].[H-].[H-].[H-]. The catalyst is C1COCC1. The product is [Cl:28][C:27]1[CH:26]=[CH:25][CH:24]=[C:23]([Cl:29])[C:22]=1[NH:21][C:18]1[N:19]([CH3:20])[C:10]2[C:9]3[C:8](=[O:30])[NH:7][C:6]([CH:5]=[CH:4][CH2:3][OH:2])=[C:15]([CH3:16])[C:14]=3[CH:13]=[CH:12][C:11]=2[N:17]=1. The yield is 0.340. (5) The yield is 0.910. The catalyst is C1COCC1. The reactants are [C:1]([Si:5]([O:8][C:9]1[CH:14]=[C:13]([F:15])[CH:12]=[C:11]([F:16])[CH:10]=1)([CH3:7])[CH3:6])([CH3:4])([CH3:3])[CH3:2].C([Li])CCC.C(O[B:26]1[O:30][C:29]([CH3:32])([CH3:31])[C:28]([CH3:34])([CH3:33])[O:27]1)(C)C. The product is [C:1]([Si:5]([O:8][C:9]1[CH:10]=[C:11]([F:16])[C:12]([B:26]2[O:30][C:29]([CH3:32])([CH3:31])[C:28]([CH3:34])([CH3:33])[O:27]2)=[C:13]([F:15])[CH:14]=1)([CH3:7])[CH3:6])([CH3:4])([CH3:2])[CH3:3]. (6) The yield is 0.470. The product is [NH2:32][C:28]1[N:29]=[CH:30][N:31]=[C:26]([C:11]2[CH:10]=[C:9]([C:22]#[N:23])[N:8]([C:6]3[CH:7]=[C:2]([Cl:1])[CH:3]=[CH:4][C:5]=3[CH3:24])[CH:12]=2)[CH:27]=1. The catalyst is C1C=CC(P(C2C=CC=CC=2)[C-]2C=CC=C2)=CC=1.C1C=CC(P(C2C=CC=CC=2)[C-]2C=CC=C2)=CC=1.Cl[Pd]Cl.[Fe+2].O1CCOCC1. The reactants are [Cl:1][C:2]1[CH:3]=[CH:4][C:5]([CH3:24])=[C:6]([N:8]2[CH:12]=[C:11](B3OC(C)(C)C(C)(C)O3)[CH:10]=[C:9]2[C:22]#[N:23])[CH:7]=1.I[C:26]1[N:31]=[CH:30][N:29]=[C:28]([NH2:32])[CH:27]=1.C([O-])([O-])=O.[Na+].[Na+]. (7) The reactants are [Br-].C1([P+]([C:20]2[CH:25]=[CH:24][CH:23]=[CH:22][CH:21]=2)([C:20]2[CH:25]=[CH:24][CH:23]=[CH:22][CH:21]=2)[C:20]2[CH:25]=[CH:24][CH:23]=[CH:22][CH:21]=2)CCCC1.[C:26]([O:36][CH2:37][CH3:38])(=[O:35])[CH:27]=[CH:28][C:29]1[CH:34]=[CH:33][CH:32]=[CH:31]C=1. No catalyst specified. The product is [C:20]1([C@@H:28]2[C:29]3([CH2:34][CH2:33][CH2:32][CH2:31]3)[C@H:27]2[C:26]([O:36][CH2:37][CH3:38])=[O:35])[CH:21]=[CH:22][CH:23]=[CH:24][CH:25]=1. The yield is 0.610. (8) The yield is 0.707. The reactants are [N+]([C:4]1[NH:5][CH:6]=[C:7]([N+:9]([O-:11])=[O:10])[N:8]=1)([O-])=O.[ClH:12]. The catalyst is ClC1C=CC=CC=1. The product is [Cl:12][C:4]1[NH:5][CH:6]=[C:7]([N+:9]([O-:11])=[O:10])[N:8]=1.